This data is from Catalyst prediction with 721,799 reactions and 888 catalyst types from USPTO. The task is: Predict which catalyst facilitates the given reaction. (1) Reactant: [C:1]([O:9][CH2:10][C:11]1[CH:16]=[C:15]([CH2:17][N:18](C(OC(C)(C)C)=O)[C:19]2[CH:20]=[C:21]([C:26]3[CH:31]=[CH:30][C:29]([C:32](=[O:35])[CH2:33][CH3:34])=[CH:28][C:27]=3[CH3:36])[C:22]([CH3:25])=[CH:23][CH:24]=2)[CH:14]=[CH:13][C:12]=1[CH2:44][O:45][C:46](=[O:53])[C:47]1[CH:52]=[CH:51][CH:50]=[CH:49][CH:48]=1)(=[O:8])[C:2]1[CH:7]=[CH:6][CH:5]=[CH:4][CH:3]=1.FC(F)(F)C(O)=O. Product: [C:1]([O:9][CH2:10][C:11]1[CH:16]=[C:15]([CH2:17][NH:18][C:19]2[CH:20]=[C:21]([C:26]3[CH:31]=[CH:30][C:29]([C:32](=[O:35])[CH2:33][CH3:34])=[CH:28][C:27]=3[CH3:36])[C:22]([CH3:25])=[CH:23][CH:24]=2)[CH:14]=[CH:13][C:12]=1[CH2:44][O:45][C:46](=[O:53])[C:47]1[CH:52]=[CH:51][CH:50]=[CH:49][CH:48]=1)(=[O:8])[C:2]1[CH:3]=[CH:4][CH:5]=[CH:6][CH:7]=1. The catalyst class is: 4. (2) Reactant: Br[CH2:2][CH2:3][CH2:4][CH2:5][CH2:6][N:7]1[C:15]([O:16][CH3:17])=[N:14][C:13]2[C:8]1=[N:9][C:10]([O:19][CH2:20][CH2:21][CH2:22][CH3:23])=[N:11][C:12]=2[NH2:18].C(=O)([O-])[O-].[K+].[K+].[NH:30]1[CH2:39][CH2:38][CH:33]([C:34]([O:36][CH3:37])=[O:35])[CH2:32][CH2:31]1. Product: [CH2:20]([O:19][C:10]1[N:9]=[C:8]2[C:13]([N:14]=[C:15]([O:16][CH3:17])[N:7]2[CH2:6][CH2:5][CH2:4][CH2:3][CH2:2][N:30]2[CH2:39][CH2:38][CH:33]([C:34]([O:36][CH3:37])=[O:35])[CH2:32][CH2:31]2)=[C:12]([NH2:18])[N:11]=1)[CH2:21][CH2:22][CH3:23]. The catalyst class is: 3. (3) Product: [Cl:1][C:2]1[C:3](=[O:16])[N:4]([C:9]2[CH:13]=[C:12]([I:14])[N:11]([CH3:15])[N:10]=2)[CH:5]([OH:8])[C:6]=1[CH3:7]. Reactant: [Cl:1][C:2]1[C:3](=[O:16])[N:4]([C:9]2[CH:13]=[C:12]([I:14])[N:11]([CH3:15])[N:10]=2)[C:5](=[O:8])[C:6]=1[CH3:7].[BH4-].[Na+].O.C(OCC)(=O)C. The catalyst class is: 111. (4) Reactant: [Br:1][C:2]1[CH:11]=[C:10]2[C:5]([C:6]([C:15]3[CH:20]=[C:19]([O:21][CH3:22])[C:18]([O:23][CH3:24])=[C:17]([Br:25])[CH:16]=3)=[C:7]([C:13]#[N:14])[C:8](=[NH:12])[O:9]2)=[CH:4][CH:3]=1.C(ON=O)(C)(C)C.NC1C=C2C(C(C3C=C(OC)C(OC)=C(Br)C=3)=C(C#N)C(=N)O2)=CC=1. Product: [NH2:12][C:8]1[O:9][C:10]2[C:5]([CH:6]([C:15]3[CH:20]=[C:19]([O:21][CH3:22])[C:18]([O:23][CH3:24])=[C:17]([Br:25])[CH:16]=3)[C:7]=1[C:13]#[N:14])=[CH:4][CH:3]=[C:2]([Br:1])[CH:11]=2. The catalyst class is: 290.